This data is from Forward reaction prediction with 1.9M reactions from USPTO patents (1976-2016). The task is: Predict the product of the given reaction. Given the reactants [Br:1][CH2:2][CH2:3][CH2:4][S:5]([O-:8])(=O)=[O:6].[Na+].C(Cl)(=O)C(Cl)=O.[NH:16]1[CH2:21][CH2:20][O:19][CH2:18][CH2:17]1.C(N(CC)CC)C, predict the reaction product. The product is: [Br:1][CH2:2][CH2:3][CH2:4][S:5]([N:16]1[CH2:21][CH2:20][O:19][CH2:18][CH2:17]1)(=[O:8])=[O:6].